This data is from Full USPTO retrosynthesis dataset with 1.9M reactions from patents (1976-2016). The task is: Predict the reactants needed to synthesize the given product. (1) Given the product [CH3:1][N:2]1[C:6]([NH:7][C:32]([C:30]2[CH:29]=[CH:28][C:27]([C:35]#[N:36])=[C:26]([Cl:25])[N:31]=2)=[O:33])=[C:5]([C:8]([F:10])([F:9])[F:11])[C:4]([C:12]([F:17])([F:18])[C:13]([F:15])([F:14])[F:16])=[N:3]1, predict the reactants needed to synthesize it. The reactants are: [CH3:1][N:2]1[C:6]([NH2:7])=[C:5]([C:8]([F:11])([F:10])[F:9])[C:4]([C:12]([F:18])([F:17])[C:13]([F:16])([F:15])[F:14])=[N:3]1.N1C=CC=CC=1.[Cl:25][C:26]1[N:31]=[C:30]([C:32](Cl)=[O:33])[CH:29]=[CH:28][C:27]=1[C:35]#[N:36].C(=O)([O-])O.[Na+]. (2) Given the product [CH3:47][O:48][C:49]1[C:50]2[N:63]=[C:62]([NH:64][C:13](=[O:15])[C:11]3[CH:10]=[CH:9][N:8]=[C:7]([N:1]4[CH2:2][CH2:3][O:4][CH2:5][CH2:6]4)[CH:12]=3)[S:61][C:51]=2[C:52]([C:55]2[CH:60]=[CH:59][CH:58]=[CH:57][CH:56]=2)=[N:53][CH:54]=1, predict the reactants needed to synthesize it. The reactants are: [N:1]1([C:7]2[CH:12]=[C:11]([C:13]([OH:15])=O)[CH:10]=[CH:9][N:8]=2)[CH2:6][CH2:5][O:4][CH2:3][CH2:2]1.CN(C(ON1N=NC2C=CC=NC1=2)=[N+](C)C)C.F[P-](F)(F)(F)(F)F.CN1CCOCC1.[CH3:47][O:48][C:49]1[C:50]2[N:63]=[C:62]([NH2:64])[S:61][C:51]=2[C:52]([C:55]2[CH:60]=[CH:59][CH:58]=[CH:57][CH:56]=2)=[N:53][CH:54]=1. (3) Given the product [CH2:17]([O:24][C:25]1[CH:30]=[CH:29][C:28]([CH2:31][C:33]2[CH:34]=[CH:35][C:36]([O:39][CH2:40][CH3:41])=[CH:37][CH:38]=2)=[CH:27][C:26]=1[Br:42])[C:18]1[CH:23]=[CH:22][CH:21]=[CH:20][CH:19]=1, predict the reactants needed to synthesize it. The reactants are: [SiH](CC)(CC)CC.B(F)(F)F.CCOCC.[CH2:17]([O:24][C:25]1[CH:30]=[CH:29][C:28]([CH:31]([C:33]2[CH:38]=[CH:37][C:36]([O:39][CH2:40][CH3:41])=[CH:35][CH:34]=2)O)=[CH:27][C:26]=1[Br:42])[C:18]1[CH:23]=[CH:22][CH:21]=[CH:20][CH:19]=1.C(=O)([O-])[O-].[Na+].[Na+]. (4) Given the product [NH2:29][C:16](=[O:17])[CH2:15][C@H:14]([N:11]1[CH2:12][CH2:13][C@H:9]([NH:8][C:6](=[O:7])[O:5][C:2]([CH3:3])([CH3:1])[CH3:4])[C:10]1=[O:27])[C:19]([N:21]1[CH2:22][CH2:23][O:24][CH2:25][CH2:26]1)=[O:20], predict the reactants needed to synthesize it. The reactants are: [CH3:1][C:2]([O:5][C:6]([NH:8][C@H:9]1[CH2:13][CH2:12][N:11]([C@H:14]([C:19]([N:21]2[CH2:26][CH2:25][O:24][CH2:23][CH2:22]2)=[O:20])[CH2:15][C:16](O)=[O:17])[C:10]1=[O:27])=[O:7])([CH3:4])[CH3:3].C[N:29](C(ON1N=NC2C=CC=CC1=2)=[N+](C)C)C.[B-](F)(F)(F)F.CCN(C(C)C)C(C)C.N.C(=O)([O-])[O-].